Dataset: Peptide-MHC class I binding affinity with 185,985 pairs from IEDB/IMGT. Task: Regression. Given a peptide amino acid sequence and an MHC pseudo amino acid sequence, predict their binding affinity value. This is MHC class I binding data. (1) The peptide sequence is EEVLDVCPL. The MHC is HLA-B40:02 with pseudo-sequence HLA-B40:02. The binding affinity (normalized) is 0.589. (2) The peptide sequence is RRAAVSTLE. The MHC is HLA-A02:01 with pseudo-sequence HLA-A02:01. The binding affinity (normalized) is 0.0847. (3) The MHC is HLA-A02:01 with pseudo-sequence HLA-A02:01. The binding affinity (normalized) is 0. The peptide sequence is STNGKIVMT.